Dataset: Peptide-MHC class II binding affinity with 134,281 pairs from IEDB. Task: Regression. Given a peptide amino acid sequence and an MHC pseudo amino acid sequence, predict their binding affinity value. This is MHC class II binding data. (1) The peptide sequence is ALKESWGAIWR. The MHC is DRB1_0301 with pseudo-sequence DRB1_0301. The binding affinity (normalized) is 0. (2) The peptide sequence is PESRSILLHGPSKGVELRND. The MHC is DRB1_0401 with pseudo-sequence DRB1_0401. The binding affinity (normalized) is 0.714. (3) The peptide sequence is EWVAMTKGEGGVW. The MHC is DRB1_0301 with pseudo-sequence DRB1_0301. The binding affinity (normalized) is 0.0751. (4) The peptide sequence is GVINIMYMHDSDDVLF. The MHC is DRB1_0401 with pseudo-sequence DRB1_0401. The binding affinity (normalized) is 0.124. (5) The peptide sequence is TRRFLPQILAECARR. The MHC is HLA-DQA10501-DQB10402 with pseudo-sequence HLA-DQA10501-DQB10402. The binding affinity (normalized) is 0.770. (6) The peptide sequence is PATYGIIVPVLTSLF. The MHC is DRB1_0101 with pseudo-sequence DRB1_0101. The binding affinity (normalized) is 1.00. (7) The peptide sequence is DVKFPGGGQIVGGVY. The MHC is HLA-DQA10104-DQB10503 with pseudo-sequence HLA-DQA10104-DQB10503. The binding affinity (normalized) is 0. (8) The peptide sequence is LDYDDYVYPGHAIWW. The MHC is DRB1_0405 with pseudo-sequence DRB1_0405. The binding affinity (normalized) is 0. (9) The peptide sequence is VVVHITDDNEEPIAA. The MHC is DRB3_0202 with pseudo-sequence DRB3_0202. The binding affinity (normalized) is 0.143.